This data is from Full USPTO retrosynthesis dataset with 1.9M reactions from patents (1976-2016). The task is: Predict the reactants needed to synthesize the given product. (1) Given the product [F:22][C:11]1[CH:12]=[N:13][C:14]2[C:19]([C:10]=1[CH2:9][CH2:8][N:6]1[CH2:5][C@H:4]([OH:23])[C@H:3]([CH2:2][NH:1][CH2:35][C:32]3[CH:33]=[CH:34][C:28]4[S:27][CH2:26][C:25](=[O:24])[NH:30][C:29]=4[N:31]=3)[CH2:7]1)=[N:18][C:17]([O:20][CH3:21])=[CH:16][CH:15]=2, predict the reactants needed to synthesize it. The reactants are: [NH2:1][CH2:2][C@H:3]1[CH2:7][N:6]([CH2:8][CH2:9][C:10]2[C:19]3[C:14](=[CH:15][CH:16]=[C:17]([O:20][CH3:21])[N:18]=3)[N:13]=[CH:12][C:11]=2[F:22])[CH2:5][C@H:4]1[OH:23].[O:24]=[C:25]1[NH:30][C:29]2[N:31]=[C:32]([CH:35]=O)[CH:33]=[CH:34][C:28]=2[S:27][CH2:26]1.[BH-](OC(C)=O)(OC(C)=O)OC(C)=O.[Na+]. (2) Given the product [CH2:34]([O:33][CH:21]([C:22]([NH:24][CH2:25][C:26]([F:32])([F:31])[C:27]([F:30])([F:28])[F:29])=[O:23])[C:20]([NH:19][C@@H:16]1[C:17](=[O:18])[N:11]([CH2:10][CH2:9][OH:8])[C:12]2[CH:44]=[CH:43][CH:42]=[CH:41][C:13]=2[C:14]2[CH:40]=[CH:39][CH:38]=[CH:37][C:15]1=2)=[O:36])[CH3:35], predict the reactants needed to synthesize it. The reactants are: C([O:8][CH2:9][CH2:10][N:11]1[C:17](=[O:18])[C@@H:16]([NH:19][C:20](=[O:36])[CH:21]([O:33][CH2:34][CH3:35])[C:22]([NH:24][CH2:25][C:26]([F:32])([F:31])[C:27]([F:30])([F:29])[F:28])=[O:23])[C:15]2[CH:37]=[CH:38][CH:39]=[CH:40][C:14]=2[C:13]2[CH:41]=[CH:42][CH:43]=[CH:44][C:12]1=2)C1C=CC=CC=1.FC(F)(C(F)(F)F)CN. (3) Given the product [CH3:34][S:35]([NH:38][C:27]([CH:24]1[CH2:25][CH2:26][N:21]([C:18]2[CH:17]=[CH:16][C:15]([NH:14][C:12]([C:10]3[N:11]=[C:7]([C:1]4[CH:2]=[CH:3][CH:4]=[CH:5][CH:6]=4)[O:8][C:9]=3[C:30]([F:33])([F:31])[F:32])=[O:13])=[CH:20][N:19]=2)[CH2:22][CH2:23]1)=[O:28])(=[O:37])=[O:36], predict the reactants needed to synthesize it. The reactants are: [C:1]1([C:7]2[O:8][C:9]([C:30]([F:33])([F:32])[F:31])=[C:10]([C:12]([NH:14][C:15]3[CH:16]=[CH:17][C:18]([N:21]4[CH2:26][CH2:25][CH:24]([C:27](O)=[O:28])[CH2:23][CH2:22]4)=[N:19][CH:20]=3)=[O:13])[N:11]=2)[CH:6]=[CH:5][CH:4]=[CH:3][CH:2]=1.[CH3:34][S:35]([NH2:38])(=[O:37])=[O:36].CCN=C=NCCCN(C)C. (4) Given the product [Br:19][C:5]#[C:6][C:7]1[CH:12]=[CH:11][CH:10]=[CH:9][C:8]=1[CH2:13][CH2:14][NH:15][C:16](=[O:18])[CH3:17], predict the reactants needed to synthesize it. The reactants are: C[Si]([C:5]#[C:6][C:7]1[CH:12]=[CH:11][CH:10]=[CH:9][C:8]=1[CH2:13][CH2:14][NH:15][C:16](=[O:18])[CH3:17])(C)C.[Br:19]N1C(=O)CCC1=O. (5) Given the product [O:22]1[C:23]2[CH:29]=[CH:28][CH:27]=[CH:26][C:24]=2[N:25]=[CH:21]1, predict the reactants needed to synthesize it. The reactants are: C(O[SiH](OCC)OCC)C.C(OC1C=CC([C:21]2[O:22][C:23]3[CH:29]=[CH:28][CH:27]=[CH:26][C:24]=3[N:25]=2)=CC=1)C=C. (6) Given the product [C:32]([O:36][C:37](=[O:49])[N:38]([CH2:40][C@H:41]1[CH2:42][CH2:43][C@H:44]([CH:47]=[C:21]([Br:24])[Br:20])[CH2:45][CH2:46]1)[CH3:39])([CH3:35])([CH3:33])[CH3:34], predict the reactants needed to synthesize it. The reactants are: C1(P(C2C=CC=CC=2)C2C=CC=CC=2)C=CC=CC=1.[Br:20][C:21]([Br:24])(Br)Br.C(N(CC)CC)C.[C:32]([O:36][C:37](=[O:49])[N:38]([CH2:40][C@H:41]1[CH2:46][CH2:45][C@H:44]([CH:47]=O)[CH2:43][CH2:42]1)[CH3:39])([CH3:35])([CH3:34])[CH3:33]. (7) Given the product [CH:38]1([N:21]([C:22]2[CH:23]=[CH:24][C:25]([S:28]([CH3:31])(=[O:29])=[O:30])=[CH:26][CH:27]=2)[C:19](=[O:20])[N:18]([CH3:67])[C:16]2[S:17][C:13]([S:10]([N:6]3[CH2:7][CH2:8][CH2:9][C@H:5]3[C:3]([OH:2])=[O:4])(=[O:12])=[O:11])=[CH:14][N:15]=2)[CH2:42][CH2:41][CH2:40][CH2:39]1, predict the reactants needed to synthesize it. The reactants are: C[O:2][C:3]([C@@H:5]1[CH2:9][CH2:8][CH2:7][N:6]1[S:10]([C:13]1[S:17][C:16]([NH:18][C:19]([N:21](CC2CCCC2)[C:22]2[CH:27]=[CH:26][C:25]([S:28]([CH3:31])(=[O:30])=[O:29])=[CH:24][CH:23]=2)=[O:20])=[N:15][CH:14]=1)(=[O:12])=[O:11])=[O:4].[CH:38]1(CN(C2C=CC(S(C)(=O)=O)=CC=2)C(=O)NC2SC=C(CC(O)=O)N=2)[CH2:42][CH2:41][CH2:40][CH2:39]1.[CH:67]1(CNC2C=CC(S(C)(=O)=O)=CC=2)CCCC1.COC([C@@H]1CCCN1S(C1SC(N)=NC=1)(=O)=O)=O. (8) Given the product [C:45]([O:44][C:42](=[O:43])[CH2:41][O:37][C:34]1[CH:33]=[CH:32][C:31]([N:9]([CH2:8][C:7]2[CH:38]=[C:3]([C:1]#[N:2])[CH:4]=[CH:5][C:6]=2[F:39])[CH:10]2[CH2:11][CH2:12][N:13]([C@H:16]([CH3:30])[CH2:17][CH2:18][NH:19][C:20]([C:22]3[C:27]([CH3:28])=[N:26][CH:25]=[N:24][C:23]=3[CH3:29])=[O:21])[CH2:14][CH2:15]2)=[CH:36][CH:35]=1)([CH3:48])([CH3:47])[CH3:46], predict the reactants needed to synthesize it. The reactants are: [C:1]([C:3]1[CH:4]=[CH:5][C:6]([F:39])=[C:7]([CH:38]=1)[CH2:8][N:9]([C:31]1[CH:36]=[CH:35][C:34]([OH:37])=[CH:33][CH:32]=1)[CH:10]1[CH2:15][CH2:14][N:13]([C@H:16]([CH3:30])[CH2:17][CH2:18][NH:19][C:20]([C:22]2[C:23]([CH3:29])=[N:24][CH:25]=[N:26][C:27]=2[CH3:28])=[O:21])[CH2:12][CH2:11]1)#[N:2].Br[CH2:41][C:42]([O:44][C:45]([CH3:48])([CH3:47])[CH3:46])=[O:43].C([O-])([O-])=O.[K+].[K+].